This data is from Full USPTO retrosynthesis dataset with 1.9M reactions from patents (1976-2016). The task is: Predict the reactants needed to synthesize the given product. Given the product [CH:11]1([NH:17][C:18]([CH:20]2[CH2:21][CH2:22][N:23]([CH2:8][C:6]3[CH:5]=[CH:4][CH:3]=[C:2]([Br:1])[N:7]=3)[CH2:24][CH2:25]2)=[O:19])[CH2:12][CH2:13][CH2:14][CH2:15][CH2:16]1, predict the reactants needed to synthesize it. The reactants are: [Br:1][C:2]1[N:7]=[C:6]([CH:8]=O)[CH:5]=[CH:4][CH:3]=1.Cl.[CH:11]1([NH:17][C:18]([CH:20]2[CH2:25][CH2:24][NH:23][CH2:22][CH2:21]2)=[O:19])[CH2:16][CH2:15][CH2:14][CH2:13][CH2:12]1.